Dataset: Peptide-MHC class II binding affinity with 134,281 pairs from IEDB. Task: Regression. Given a peptide amino acid sequence and an MHC pseudo amino acid sequence, predict their binding affinity value. This is MHC class II binding data. The peptide sequence is SMSLFEVDQTKIQYV. The MHC is HLA-DQA10303-DQB10402 with pseudo-sequence HLA-DQA10303-DQB10402. The binding affinity (normalized) is 0.